This data is from Full USPTO retrosynthesis dataset with 1.9M reactions from patents (1976-2016). The task is: Predict the reactants needed to synthesize the given product. Given the product [NH2:1][C:2]1[N:3]=[C:4]([S:12]([CH3:13])=[O:22])[C:5]([C:10]#[N:11])=[C:6]([S:8][CH3:9])[N:7]=1, predict the reactants needed to synthesize it. The reactants are: [NH2:1][C:2]1[N:7]=[C:6]([S:8][CH3:9])[C:5]([C:10]#[N:11])=[C:4]([S:12][CH3:13])[N:3]=1.ClC1C=CC=C(C(OO)=[O:22])C=1.